From a dataset of Full USPTO retrosynthesis dataset with 1.9M reactions from patents (1976-2016). Predict the reactants needed to synthesize the given product. Given the product [C:24]1([NH:30][C:31]([C:32]2[C:38]([C:48]3[CH:49]=[CH:50][CH:51]=[CH:52][CH:53]=3)=[C:39]([C:41]3[CH:42]=[CH:43][C:44]([F:47])=[CH:45][CH:46]=3)[N:2]([CH2:3][CH2:4][C:5]([N:7]3[CH2:12][CH2:11][O:10][CH2:9][CH2:8]3)=[O:6])[C:33]=2[CH:34]([CH3:36])[CH3:35])=[O:54])[CH:29]=[CH:28][CH:27]=[CH:26][CH:25]=1, predict the reactants needed to synthesize it. The reactants are: Cl.[NH2:2][CH2:3][CH2:4][C:5]([N:7]1[CH2:12][CH2:11][O:10][CH2:9][CH2:8]1)=[O:6].[Na+].C1(CC([O-])=O)C=CC=CC=1.[C:24]1([NH:30][C:31](=[O:54])[CH:32]([CH:38]([C:48]2[CH:53]=[CH:52][CH:51]=[CH:50][CH:49]=2)[C:39]([C:41]2[CH:46]=[CH:45][C:44]([F:47])=[CH:43][CH:42]=2)=O)[C:33](=O)[CH:34]([CH3:36])[CH3:35])[CH:29]=[CH:28][CH:27]=[CH:26][CH:25]=1.